This data is from Full USPTO retrosynthesis dataset with 1.9M reactions from patents (1976-2016). The task is: Predict the reactants needed to synthesize the given product. (1) Given the product [ClH:29].[NH2:13][C@@H:6]1[CH:5]([OH:26])[C:4]2[C:9](=[C:10]([F:12])[CH:11]=[C:2]([F:1])[CH:3]=2)[O:8][CH2:7]1, predict the reactants needed to synthesize it. The reactants are: [F:1][C:2]1[CH:3]=[C:4]2[C:9](=[C:10]([F:12])[CH:11]=1)[O:8][CH2:7][C@H:6]([N:13]1C(CC(OCC)=O)=CNC1=S)[CH2:5]2.C([O-])=[O:26].[NH4+].[ClH:29]. (2) The reactants are: [F:1][C:2]1[CH:3]=[C:4]([C:9]2[CH:10]=[CH:11][C:12]([NH2:15])=[N:13][CH:14]=2)[CH:5]=[C:6]([F:8])[CH:7]=1.[O:16]=[C:17]1[N:21]2[CH2:22][CH2:23][CH:24]([CH2:26][C:27](O)=[O:28])[CH2:25][CH:20]2[CH2:19][O:18]1. Given the product [F:8][C:6]1[CH:5]=[C:4]([C:9]2[CH:10]=[CH:11][C:12]([NH:15][C:27](=[O:28])[CH2:26][C@H:24]3[CH2:23][CH2:22][N:21]4[C:17](=[O:16])[O:18][CH2:19][C@H:20]4[CH2:25]3)=[N:13][CH:14]=2)[CH:3]=[C:2]([F:1])[CH:7]=1, predict the reactants needed to synthesize it. (3) Given the product [CH3:1][C:2]1[NH:3][C:4]([CH3:21])=[CH:5][C:6]=1[C:7]1[CH:12]=[CH:11][CH:10]=[C:9]([C:13]2[CH:14]=[CH:15][C:16]([CH:40]=[C:34]3[CH2:41][CH2:38][CH2:37][C:35]3=[O:36])=[CH:17][CH:18]=2)[N:8]=1, predict the reactants needed to synthesize it. The reactants are: [CH3:1][C:2]1[NH:3][C:4]([CH3:21])=[CH:5][C:6]=1[C:7]1[CH:12]=[CH:11][CH:10]=[C:9]([C:13]2[CH:18]=[CH:17][C:16](C=O)=[CH:15][CH:14]=2)[N:8]=1.O1CCN(C2CCC=CC2)CC1.[C:34]12(CS(O)(=O)=O)[C:41](C)(C)[CH:38](C[CH2:40]1)[CH2:37][C:35]2=[O:36].Cl. (4) Given the product [NH2:1][C:2]1[CH:3]=[C:4]([S:8][C:9]([CH3:16])([CH3:15])[CH2:10][OH:11])[CH:5]=[CH:6][CH:7]=1, predict the reactants needed to synthesize it. The reactants are: [NH2:1][C:2]1[CH:3]=[C:4]([S:8][C:9]([CH3:16])([CH3:15])[C:10](OCC)=[O:11])[CH:5]=[CH:6][CH:7]=1.[H-].[H-].[H-].[H-].[Li+].[Al+3].[NH4+].[Cl-]. (5) The reactants are: [C:1]([C:3]1[CH:8]=[CH:7][C:6]([CH:9]2[CH2:14][C:13](=[O:15])[N:12]([C:16]3[CH:21]=[CH:20][CH:19]=[C:18]([C:22]([F:25])([F:24])[F:23])[CH:17]=3)[C:11]([CH3:26])=[C:10]2[C:27]([OH:29])=[O:28])=[CH:5][CH:4]=1)#[N:2].C1N=CN(C(N2C=NC=C2)=O)C=1.[CH2:42](O)[CH2:43][OH:44].C(N(CC)CC)C. Given the product [C:1]([C:3]1[CH:4]=[CH:5][C:6]([CH:9]2[CH2:14][C:13](=[O:15])[N:12]([C:16]3[CH:21]=[CH:20][CH:19]=[C:18]([C:22]([F:24])([F:25])[F:23])[CH:17]=3)[C:11]([CH3:26])=[C:10]2[C:27]([O:29][CH2:42][CH2:43][OH:44])=[O:28])=[CH:7][CH:8]=1)#[N:2], predict the reactants needed to synthesize it.